This data is from NCI-60 drug combinations with 297,098 pairs across 59 cell lines. The task is: Regression. Given two drug SMILES strings and cell line genomic features, predict the synergy score measuring deviation from expected non-interaction effect. (1) Drug 1: COC1=C(C=C2C(=C1)N=CN=C2NC3=CC(=C(C=C3)F)Cl)OCCCN4CCOCC4. Drug 2: CC(C)(C#N)C1=CC(=CC(=C1)CN2C=NC=N2)C(C)(C)C#N. Cell line: OVCAR-5. Synergy scores: CSS=53.0, Synergy_ZIP=-0.296, Synergy_Bliss=0.974, Synergy_Loewe=-0.454, Synergy_HSA=0.345. (2) Synergy scores: CSS=35.4, Synergy_ZIP=-4.23, Synergy_Bliss=-2.19, Synergy_Loewe=-2.50, Synergy_HSA=0.687. Drug 2: CCC1(C2=C(COC1=O)C(=O)N3CC4=CC5=C(C=CC(=C5CN(C)C)O)N=C4C3=C2)O.Cl. Drug 1: C1=NC(=NC(=O)N1C2C(C(C(O2)CO)O)O)N. Cell line: SNB-19. (3) Drug 1: CCC1=CC2CC(C3=C(CN(C2)C1)C4=CC=CC=C4N3)(C5=C(C=C6C(=C5)C78CCN9C7C(C=CC9)(C(C(C8N6C)(C(=O)OC)O)OC(=O)C)CC)OC)C(=O)OC. Drug 2: CN1C(=O)N2C=NC(=C2N=N1)C(=O)N. Cell line: NCI-H460. Synergy scores: CSS=62.8, Synergy_ZIP=-0.608, Synergy_Bliss=-1.72, Synergy_Loewe=-3.09, Synergy_HSA=0.698. (4) Synergy scores: CSS=4.41, Synergy_ZIP=-0.838, Synergy_Bliss=0.947, Synergy_Loewe=0.610, Synergy_HSA=1.54. Cell line: SNB-75. Drug 2: C(CN)CNCCSP(=O)(O)O. Drug 1: CC1=C(C=C(C=C1)NC(=O)C2=CC=C(C=C2)CN3CCN(CC3)C)NC4=NC=CC(=N4)C5=CN=CC=C5. (5) Drug 1: C1CC(C1)(C(=O)O)C(=O)O.[NH2-].[NH2-].[Pt+2]. Drug 2: C1CNP(=O)(OC1)N(CCCl)CCCl. Cell line: OVCAR-4. Synergy scores: CSS=-1.16, Synergy_ZIP=0.517, Synergy_Bliss=-0.252, Synergy_Loewe=-3.28, Synergy_HSA=-2.58. (6) Drug 1: C1CN1P(=S)(N2CC2)N3CC3. Drug 2: CC12CCC3C(C1CCC2O)C(CC4=C3C=CC(=C4)O)CCCCCCCCCS(=O)CCCC(C(F)(F)F)(F)F. Cell line: NCI-H522. Synergy scores: CSS=5.83, Synergy_ZIP=-2.09, Synergy_Bliss=1.27, Synergy_Loewe=-3.60, Synergy_HSA=0.472. (7) Drug 1: CC(CN1CC(=O)NC(=O)C1)N2CC(=O)NC(=O)C2. Drug 2: C1=CC=C(C=C1)NC(=O)CCCCCCC(=O)NO. Cell line: SF-539. Synergy scores: CSS=18.5, Synergy_ZIP=-7.18, Synergy_Bliss=-7.15, Synergy_Loewe=-5.89, Synergy_HSA=-3.65. (8) Drug 1: CC1C(C(CC(O1)OC2CC(CC3=C2C(=C4C(=C3O)C(=O)C5=C(C4=O)C(=CC=C5)OC)O)(C(=O)C)O)N)O.Cl. Drug 2: CC1=CC=C(C=C1)C2=CC(=NN2C3=CC=C(C=C3)S(=O)(=O)N)C(F)(F)F. Cell line: SW-620. Synergy scores: CSS=21.9, Synergy_ZIP=0.290, Synergy_Bliss=-1.65, Synergy_Loewe=-2.34, Synergy_HSA=-2.55.